This data is from Catalyst prediction with 721,799 reactions and 888 catalyst types from USPTO. The task is: Predict which catalyst facilitates the given reaction. (1) Reactant: [CH3:1][C:2]1([CH3:11])[CH2:7][CH:6]([NH2:8])[CH2:5][C:4]([CH3:10])([CH3:9])[NH:3]1.[F:12][C:13]1[CH:33]=[CH:32][CH:31]=[C:30]([F:34])[C:14]=1[CH2:15][O:16][C:17]1[C:18]2[N:19]([C:23]([C:27](O)=[O:28])=[C:24]([CH3:26])[N:25]=2)[CH:20]=[CH:21][CH:22]=1.F[B-](F)(F)F.N1(O[C+](N(C)C)N(C)C)C2C=CC=CC=2N=N1.CN1CCOCC1. Product: [F:12][C:13]1[CH:33]=[CH:32][CH:31]=[C:30]([F:34])[C:14]=1[CH2:15][O:16][C:17]1[C:18]2[N:19]([C:23]([C:27]([NH:8][CH:6]3[CH2:5][C:4]([CH3:10])([CH3:9])[NH:3][C:2]([CH3:11])([CH3:1])[CH2:7]3)=[O:28])=[C:24]([CH3:26])[N:25]=2)[CH:20]=[CH:21][CH:22]=1. The catalyst class is: 3. (2) Reactant: [CH3:1][O:2][C:3]1[CH:8]=[CH:7][C:6]([CH:9]=[O:10])=[CH:5][C:4]=1[C:11]1[CH:16]=[CH:15][C:14]([O:17][CH3:18])=[CH:13][CH:12]=1.[BH4-]. Product: [CH3:1][O:2][C:3]1[CH:8]=[CH:7][C:6]([CH2:9][OH:10])=[CH:5][C:4]=1[C:11]1[CH:16]=[CH:15][C:14]([O:17][CH3:18])=[CH:13][CH:12]=1. The catalyst class is: 5. (3) Reactant: [Cl:1][C:2]1[CH:7]=[C:6](Cl)[N:5]=[CH:4][N:3]=1.C([Sn](CCCC)(CCCC)[C:14]([O:16][CH2:17][CH3:18])=[CH2:15])CCC.[F-].[K+].C(OCC)C. Product: [Cl:1][C:2]1[CH:7]=[C:6]([C:14]([O:16][CH2:17][CH3:18])=[CH2:15])[N:5]=[CH:4][N:3]=1. The catalyst class is: 3. (4) Reactant: [C:1]([C:5]1[CH:6]=[C:7]([NH:11][C:12]([C:14]2[CH:23]=[C:22]3[C:17]([CH:18]=[CH:19][C:20]([O:24][C:25]4[CH:30]=[CH:29][N:28]=[C:27]([NH:31]C(=O)OC(C)(C)C)[CH:26]=4)=[CH:21]3)=[CH:16][CH:15]=2)=[O:13])[CH:8]=[CH:9][CH:10]=1)([CH3:4])([CH3:3])[CH3:2]. Product: [NH2:31][C:27]1[CH:26]=[C:25]([O:24][C:20]2[CH:21]=[C:22]3[C:17]([CH:16]=[CH:15][C:14]([C:12]([NH:11][C:7]4[CH:8]=[CH:9][CH:10]=[C:5]([C:1]([CH3:4])([CH3:3])[CH3:2])[CH:6]=4)=[O:13])=[CH:23]3)=[CH:18][CH:19]=2)[CH:30]=[CH:29][N:28]=1. The catalyst class is: 89. (5) Reactant: [CH3:1][S:2][C:3]1[C:11]2[C:6](=[CH:7][C:8]([N:12]3[CH2:17][CH2:16][N:15](C(OC(C)(C)C)=O)[CH2:14][CH2:13]3)=[CH:9][CH:10]=2)[N:5]([C:25]2[CH:30]=[CH:29][CH:28]=[CH:27][CH:26]=2)[N:4]=1.[ClH:31]. Product: [ClH:31].[CH3:1][S:2][C:3]1[C:11]2[C:6](=[CH:7][C:8]([N:12]3[CH2:13][CH2:14][NH:15][CH2:16][CH2:17]3)=[CH:9][CH:10]=2)[N:5]([C:25]2[CH:26]=[CH:27][CH:28]=[CH:29][CH:30]=2)[N:4]=1. The catalyst class is: 4. (6) Reactant: [F:1][C:2]([F:40])([F:39])[C:3]1[CH:4]=[C:5]([C:13]([CH3:38])([CH3:37])[C:14]([N:16]([CH3:36])[C:17]2[CH:18]=[N:19][C:20]([N:30]3[CH2:35][CH2:34][NH:33][CH2:32][CH2:31]3)=[CH:21][C:22]=2[C:23]2[CH:28]=[CH:27][CH:26]=[CH:25][C:24]=2[CH3:29])=[O:15])[CH:6]=[C:7]([C:9]([F:12])([F:11])[F:10])[CH:8]=1.C(N(CC)CC)C.[CH3:48][S:49](Cl)(=[O:51])=[O:50]. Product: [F:40][C:2]([F:1])([F:39])[C:3]1[CH:4]=[C:5]([C:13]([CH3:38])([CH3:37])[C:14]([N:16]([C:17]2[CH:18]=[N:19][C:20]([N:30]3[CH2:35][CH2:34][N:33]([S:49]([CH3:48])(=[O:51])=[O:50])[CH2:32][CH2:31]3)=[CH:21][C:22]=2[C:23]2[CH:28]=[CH:27][CH:26]=[CH:25][C:24]=2[CH3:29])[CH3:36])=[O:15])[CH:6]=[C:7]([C:9]([F:12])([F:10])[F:11])[CH:8]=1. The catalyst class is: 4. (7) Reactant: [CH2:1]([N:3]([CH2:7][CH3:8])[CH2:4][CH2:5][NH2:6])[CH3:2].[F:9][C:10]([F:26])([F:25])[C:11]1[CH:16]=[CH:15][C:14]([C:17]2[CH:24]=[CH:23][C:20]([CH:21]=O)=[CH:19][CH:18]=2)=[CH:13][CH:12]=1. Product: [CH2:1]([N:3]([CH2:7][CH3:8])[CH2:4][CH2:5][NH:6][CH2:21][C:20]1[CH:19]=[CH:18][C:17]([C:14]2[CH:15]=[CH:16][C:11]([C:10]([F:9])([F:25])[F:26])=[CH:12][CH:13]=2)=[CH:24][CH:23]=1)[CH3:2]. The catalyst class is: 787. (8) Reactant: Cl.[O:2]1[CH2:6][CH2:5][CH:4]([CH2:7][NH2:8])[CH2:3]1.C(N(CC)CC)C.[O:16]([C:23]1[CH:24]=[C:25]([CH:37]=[CH:38][CH:39]=1)[CH2:26][O:27][CH2:28][C:29]1[O:33][N:32]=[C:31]([C:34](O)=[O:35])[CH:30]=1)[C:17]1[CH:22]=[CH:21][CH:20]=[CH:19][CH:18]=1.ON1C2C=CC=CC=2N=N1.Cl.C(N=C=NCCCN(C)C)C.Cl. Product: [O:2]1[CH2:6][CH2:5][CH:4]([CH2:7][NH:8][C:34]([C:31]2[CH:30]=[C:29]([CH2:28][O:27][CH2:26][C:25]3[CH:37]=[CH:38][CH:39]=[C:23]([O:16][C:17]4[CH:22]=[CH:21][CH:20]=[CH:19][CH:18]=4)[CH:24]=3)[O:33][N:32]=2)=[O:35])[CH2:3]1. The catalyst class is: 22.